This data is from Catalyst prediction with 721,799 reactions and 888 catalyst types from USPTO. The task is: Predict which catalyst facilitates the given reaction. (1) Reactant: Cl[C:2]1[CH:7]=[C:6]([NH:8][NH2:9])[N:5]=[CH:4][N:3]=1.[CH3:10][O:11][CH2:12][CH2:13][N:14]1[CH2:19][CH2:18][NH:17][CH2:16][CH2:15]1. Product: [NH:8]([C:6]1[CH:7]=[C:2]([N:17]2[CH2:18][CH2:19][N:14]([CH2:13][CH2:12][O:11][CH3:10])[CH2:15][CH2:16]2)[N:3]=[CH:4][N:5]=1)[NH2:9]. The catalyst class is: 6. (2) The catalyst class is: 33. Reactant: [O:1]1[CH2:6][CH2:5][NH:4][C:3]2[CH:7]=[CH:8][C:9]([S:11](Cl)(=[O:13])=[O:12])=[CH:10][C:2]1=2.[S:15]1[C:19]([NH2:20])=[N:18][CH:17]=[N:16]1.C1COCC1.[OH-].[Na+]. Product: [S:15]1[C:19]([NH:20][S:11]([C:9]2[CH:8]=[CH:7][C:3]3[NH:4][CH2:5][CH2:6][O:1][C:2]=3[CH:10]=2)(=[O:13])=[O:12])=[N:18][CH:17]=[N:16]1.